This data is from Full USPTO retrosynthesis dataset with 1.9M reactions from patents (1976-2016). The task is: Predict the reactants needed to synthesize the given product. (1) Given the product [CH2:20]1[C:28]2[C:23](=[CH:24][CH:25]=[CH:26][CH:27]=2)[CH2:22][CH:21]1[NH:29][C:2]1[C:3](=[O:19])[N:4]([CH2:15][CH2:16][O:17][CH3:18])[S:5](=[O:14])(=[O:13])[C:6]=1[C:7]1[CH:12]=[CH:11][CH:10]=[CH:9][CH:8]=1, predict the reactants needed to synthesize it. The reactants are: Cl[C:2]1[C:3](=[O:19])[N:4]([CH2:15][CH2:16][O:17][CH3:18])[S:5](=[O:14])(=[O:13])[C:6]=1[C:7]1[CH:12]=[CH:11][CH:10]=[CH:9][CH:8]=1.[CH2:20]1[C:28]2[C:23](=[CH:24][CH:25]=[CH:26][CH:27]=2)[CH2:22][CH:21]1[NH2:29]. (2) Given the product [CH3:24][O:23][C:18]1[CH:17]=[C:16]([CH2:15][NH:14][CH:11]2[CH2:10][CH2:9][NH:8][CH2:13][CH2:12]2)[CH:21]=[CH:20][C:19]=1[OH:22], predict the reactants needed to synthesize it. The reactants are: C(OC([N:8]1[CH2:13][CH2:12][CH:11]([NH:14][CH2:15][C:16]2[CH:21]=[CH:20][C:19]([OH:22])=[C:18]([O:23][CH3:24])[CH:17]=2)[CH2:10][CH2:9]1)=O)(C)(C)C.Cl. (3) Given the product [Cl:19][C:20]1[CH:21]=[C:22]([CH:27]=[CH:28][C:29]=1[F:30])[O:23][CH2:24][CH2:25][NH:26][C:2]1[N:9]=[C:8]([NH:10][C:11]2[CH:15]=[C:14]([CH3:16])[NH:13][N:12]=2)[CH:7]=[C:6]([CH3:17])[C:3]=1[C:4]#[N:5], predict the reactants needed to synthesize it. The reactants are: Cl[C:2]1[N:9]=[C:8]([NH:10][C:11]2[CH:15]=[C:14]([CH3:16])[NH:13][N:12]=2)[CH:7]=[C:6]([CH3:17])[C:3]=1[C:4]#[N:5].Cl.[Cl:19][C:20]1[CH:21]=[C:22]([CH:27]=[CH:28][C:29]=1[F:30])[O:23][CH2:24][CH2:25][NH2:26].C(=O)([O-])O.[Na+].CS(C)=O. (4) Given the product [Cl:31][C:25]1[CH:24]=[C:23]([CH2:22][NH:21][C:20]2[C:19]3[C:14](=[CH:15][CH:16]=[C:17]([C:32]#[N:33])[CH:18]=3)[N:13]=[CH:12][C:11]=2[CH2:9][OH:8])[CH:28]=[CH:27][C:26]=1[O:29][CH3:30], predict the reactants needed to synthesize it. The reactants are: FC1C([O:8][C:9]([C:11]2[CH:12]=[N:13][C:14]3[C:19]([C:20]=2[NH:21][CH2:22][C:23]2[CH:28]=[CH:27][C:26]([O:29][CH3:30])=[C:25]([Cl:31])[CH:24]=2)=[CH:18][C:17]([C:32]#[N:33])=[CH:16][CH:15]=3)=O)=C(F)C(F)=C(F)C=1F.[BH4-].[Na+]. (5) Given the product [C:11]([N:14]1[C:23]2[C:18](=[CH:19][C:20]([C:25]([O:27][CH3:28])=[O:26])=[C:21]([F:24])[CH:22]=2)[C@H:17]([NH:29][C:2]2[N:7]=[C:6]([CH3:8])[CH:5]=[CH:4][N:3]=2)[C@@H:16]([CH3:30])[C@@H:15]1[CH:31]1[CH2:32][CH2:33]1)(=[O:13])[CH3:12], predict the reactants needed to synthesize it. The reactants are: Cl[C:2]1[N:7]=[C:6]([CH3:8])[CH:5]=[CH:4][N:3]=1.[F-].[K+].[C:11]([N:14]1[C:23]2[C:18](=[CH:19][C:20]([C:25]([O:27][CH3:28])=[O:26])=[C:21]([F:24])[CH:22]=2)[C@H:17]([NH2:29])[C@@H:16]([CH3:30])[C@@H:15]1[CH:31]1[CH2:33][CH2:32]1)(=[O:13])[CH3:12].C1OCCOCCOCCOCCOCCOC1.CCN(C(C)C)C(C)C.